This data is from Forward reaction prediction with 1.9M reactions from USPTO patents (1976-2016). The task is: Predict the product of the given reaction. Given the reactants [H-].[Na+].[CH3:3][O:4][C:5]1[CH:10]=[C:9]([O:11][CH3:12])[CH:8]=[CH:7][C:6]=1[C:13]1[C:21]2[C:16](=[C:17]([C:22]([F:25])([F:24])[F:23])[CH:18]=[CH:19][CH:20]=2)[NH:15][N:14]=1.[CH2:26](Br)[CH:27]=[CH2:28], predict the reaction product. The product is: [CH2:28]([N:14]1[C:13]([C:6]2[CH:7]=[CH:8][C:9]([O:11][CH3:12])=[CH:10][C:5]=2[O:4][CH3:3])=[C:21]2[C:16]([C:17]([C:22]([F:25])([F:24])[F:23])=[CH:18][CH:19]=[CH:20]2)=[N:15]1)[CH:27]=[CH2:26].